This data is from Reaction yield outcomes from USPTO patents with 853,638 reactions. The task is: Predict the reaction yield, written as a fraction of the theoretical maximum amount of product (1.0 means a 100% yield; for example, 0.34 means a 34% yield). The reactants are F[C:2]1[CH:7]=[C:6]([C:8]2[CH:9]=[CH:10][C:11]3[N:12]=[CH:13][N:14]=[C:15]([NH2:18])[C:16]=3[N:17]=2)[CH:5]=[CH:4][N:3]=1.Cl.[OH-:20].[Na+]. The catalyst is O1CCOCC1. The product is [NH2:18][C:15]1[C:16]2[N:17]=[C:8]([C:6]3[CH:5]=[CH:4][NH:3][C:2](=[O:20])[CH:7]=3)[CH:9]=[CH:10][C:11]=2[N:12]=[CH:13][N:14]=1. The yield is 0.600.